Predict which catalyst facilitates the given reaction. From a dataset of Catalyst prediction with 721,799 reactions and 888 catalyst types from USPTO. (1) Reactant: Br[C:2]1[CH:3]=[C:4]2[C:9](=[CH:10][CH:11]=1)[C:8](=[O:12])[N:7]([CH2:13][CH:14]([CH3:16])[CH3:15])[C:6]([CH2:17][NH:18][C:19](=[O:25])[O:20][C:21]([CH3:24])([CH3:23])[CH3:22])=[C:5]2[O:26][CH2:27][CH2:28][CH2:29][CH3:30].C([Sn](CCCC)(CCCC)[C:36]1[CH:41]=[CH:40][CH:39]=[CH:38][N:37]=1)CCC.O. Product: [CH2:27]([O:26][C:5]1[C:4]2[C:9](=[CH:10][CH:11]=[C:2]([C:36]3[CH:41]=[CH:40][CH:39]=[CH:38][N:37]=3)[CH:3]=2)[C:8](=[O:12])[N:7]([CH2:13][CH:14]([CH3:15])[CH3:16])[C:6]=1[CH2:17][NH:18][C:19](=[O:25])[O:20][C:21]([CH3:24])([CH3:23])[CH3:22])[CH2:28][CH2:29][CH3:30]. The catalyst class is: 427. (2) Reactant: Br[C:2]1[CH:3]=[CH:4][C:5]2[S:9](=[O:11])(=[O:10])[NH:8][C:7](=[O:12])[C:6]=2[CH:13]=1.[B:14]1(B2OC(C)(C)C(C)(C)O2)[O:18]C(C)(C)C(C)(C)[O:15]1.C([O-])(=O)C.[K+]. Product: [O:10]=[S:9]1(=[O:11])[C:5]2[CH:4]=[CH:3][C:2]([B:14]([OH:18])[OH:15])=[CH:13][C:6]=2[C:7](=[O:12])[NH:8]1. The catalyst class is: 418. (3) Reactant: [OH:1][C:2]1[CH:7]=[CH:6][C:5]([C:8]([C:10]2[CH:15]=[CH:14][CH:13]=[CH:12][N:11]=2)=[O:9])=[CH:4][CH:3]=1.C(=O)([O-])[O-].[Cs+].[Cs+].[Cl:22][C:23]1[C:28](Cl)=[N:27][CH:26]=[CH:25][N:24]=1. Product: [Cl:22][C:23]1[C:28]([O:1][C:2]2[CH:7]=[CH:6][C:5]([C:8]([C:10]3[CH:15]=[CH:14][CH:13]=[CH:12][N:11]=3)=[O:9])=[CH:4][CH:3]=2)=[N:27][CH:26]=[CH:25][N:24]=1. The catalyst class is: 3. (4) Reactant: C([O:3][C:4](=[O:51])[CH2:5][C:6]1[CH:11]=[CH:10][C:9]([O:12][CH:13]2[CH2:18][CH2:17][N:16]([C:19](=[O:48])[C:20]([C:29]3[C:37]4[C:32](=[CH:33][C:34]([N+:38]([O-:40])=[O:39])=[CH:35][CH:36]=4)[N:31]([CH2:41][C:42]4[CH:47]=[CH:46][CH:45]=[CH:44][CH:43]=4)[CH:30]=3)([O:25][CH2:26][O:27][CH3:28])[C:21]([F:24])([F:23])[F:22])[CH2:15][CH2:14]2)=[C:8]([O:49][CH3:50])[CH:7]=1)C.O1CCCC1.CO.[H-].[Na+]. Product: [CH2:41]([N:31]1[C:32]2[C:37](=[CH:36][CH:35]=[C:34]([N+:38]([O-:40])=[O:39])[CH:33]=2)[C:29]([C:20]([O:25][CH2:26][O:27][CH3:28])([C:21]([F:23])([F:24])[F:22])[C:19]([N:16]2[CH2:15][CH2:14][CH:13]([O:12][C:9]3[CH:10]=[CH:11][C:6]([CH2:5][C:4]([OH:51])=[O:3])=[CH:7][C:8]=3[O:49][CH3:50])[CH2:18][CH2:17]2)=[O:48])=[CH:30]1)[C:42]1[CH:47]=[CH:46][CH:45]=[CH:44][CH:43]=1. The catalyst class is: 6. (5) Reactant: N(C(OC(C)C)=O)=NC(OC(C)C)=O.[OH:15][C:16]1[CH:21]=[CH:20][C:19]([CH2:22][CH:23]([C:29]2[O:30][CH:31]=[CH:32][N:33]=2)[CH2:24][C:25]([O:27]C)=[O:26])=[CH:18][CH:17]=1.[CH3:34][NH:35][C:36]1[N:41]=[C:40]([CH:42](O)[CH3:43])[CH:39]=[CH:38][CH:37]=1.C1(P(C2C=CC=CC=2)C2C=CC=CC=2)C=CC=CC=1. Product: [CH3:34][NH:35][C:36]1[N:41]=[C:40]([CH2:42][CH2:43][O:15][C:16]2[CH:21]=[CH:20][C:19]([CH2:22][CH:23]([C:29]3[O:30][CH:31]=[CH:32][N:33]=3)[CH2:24][C:25]([OH:27])=[O:26])=[CH:18][CH:17]=2)[CH:39]=[CH:38][CH:37]=1. The catalyst class is: 1. (6) Reactant: [C:9](O[C:9]([O:11][C:12]([CH3:15])([CH3:14])[CH3:13])=[O:10])([O:11][C:12]([CH3:15])([CH3:14])[CH3:13])=[O:10].[N+:16]([C:19]1[CH:20]=[C:21]2[C:25](=[CH:26][CH:27]=1)[NH:24][CH:23]=[CH:22]2)([O-:18])=[O:17]. Product: [N+:16]([C:19]1[CH:20]=[C:21]2[C:25](=[CH:26][CH:27]=1)[N:24]([C:9]([O:11][C:12]([CH3:13])([CH3:14])[CH3:15])=[O:10])[CH:23]=[CH:22]2)([O-:18])=[O:17]. The catalyst class is: 79. (7) Reactant: [CH3:1][C:2]1([CH3:19])[C:10]2[C:5](=[CH:6][C:7]([N+:15]([O-:17])=[O:16])=[C:8]([NH:11]C(=O)C)[CH:9]=2)[NH:4][C:3]1=[O:18].Br[CH2:21][C:22]1[CH:27]=[CH:26][C:25]([F:28])=[CH:24][C:23]=1[F:29].C([O-])([O-])=O.[K+].[K+]. Product: [NH2:11][C:8]1[CH:9]=[C:10]2[C:5](=[CH:6][C:7]=1[N+:15]([O-:17])=[O:16])[N:4]([CH2:21][C:22]1[CH:27]=[CH:26][C:25]([F:28])=[CH:24][C:23]=1[F:29])[C:3](=[O:18])[C:2]2([CH3:1])[CH3:19]. The catalyst class is: 33. (8) Reactant: [Cl:1][C:2]1[C:3]([F:28])=[C:4]([CH:8]2[C:12]([C:15]3[CH:20]=[CH:19][C:18]([Cl:21])=[CH:17][C:16]=3[F:22])([C:13]#[N:14])[CH:11]([CH2:23][C:24]([CH3:27])([CH3:26])[CH3:25])[CH2:10][NH:9]2)[CH:5]=[CH:6][CH:7]=1.[C:29](Cl)(Cl)=[O:30].C(N(CC)CC)C.[C:40]([O:44][C:45]([N:47]1[CH2:52][CH2:51][CH:50]([CH2:53][NH2:54])[CH2:49][CH2:48]1)=[O:46])([CH3:43])([CH3:42])[CH3:41]. Product: [C:40]([O:44][C:45]([N:47]1[CH2:52][CH2:51][CH:50]([CH2:53][NH:54][C:29]([N:9]2[CH2:10][C@@H:11]([CH2:23][C:24]([CH3:25])([CH3:27])[CH3:26])[C@@:12]([C:15]3[CH:20]=[CH:19][C:18]([Cl:21])=[CH:17][C:16]=3[F:22])([C:13]#[N:14])[C@H:8]2[C:4]2[CH:5]=[CH:6][CH:7]=[C:2]([Cl:1])[C:3]=2[F:28])=[O:30])[CH2:49][CH2:48]1)=[O:46])([CH3:43])([CH3:42])[CH3:41]. The catalyst class is: 2. (9) Reactant: [CH2:1]([O:3][C:4]1[CH:5]=[C:6]([C:13](=[O:19])[CH2:14][CH2:15][C:16]([OH:18])=O)[CH:7]=[CH:8][C:9]=1[O:10][CH2:11][CH3:12])[CH3:2].[CH3:20][O:21][C:22]1[CH:23]=[C:24]([C:28]2[C:37]3[C:32](=[CH:33][CH:34]=[CH:35][CH:36]=3)[N:31]=[C:30]([NH2:38])[CH:29]=2)[CH:25]=[CH:26][CH:27]=1.CCN=C=NCCCN(C)C.C1C=CC2N(O)N=NC=2C=1. Product: [CH2:1]([O:3][C:4]1[CH:5]=[C:6]([C:13](=[O:19])[CH2:14][CH2:15][C:16]([NH:38][C:30]2[CH:29]=[C:28]([C:24]3[CH:25]=[CH:26][CH:27]=[C:22]([O:21][CH3:20])[CH:23]=3)[C:37]3[C:32](=[CH:33][CH:34]=[CH:35][CH:36]=3)[N:31]=2)=[O:18])[CH:7]=[CH:8][C:9]=1[O:10][CH2:11][CH3:12])[CH3:2]. The catalyst class is: 10.